The task is: Regression. Given a peptide amino acid sequence and an MHC pseudo amino acid sequence, predict their binding affinity value. This is MHC class I binding data.. This data is from Peptide-MHC class I binding affinity with 185,985 pairs from IEDB/IMGT. (1) The peptide sequence is ALSMGINTV. The MHC is HLA-B46:01 with pseudo-sequence HLA-B46:01. The binding affinity (normalized) is 0.0847. (2) The peptide sequence is VLFSIFYKDY. The MHC is HLA-A03:01 with pseudo-sequence HLA-A03:01. The binding affinity (normalized) is 0.399. (3) The peptide sequence is LLWAARPRL. The MHC is HLA-B57:01 with pseudo-sequence HLA-B57:01. The binding affinity (normalized) is 0. (4) The peptide sequence is GLLGWSPQA. The MHC is HLA-A03:01 with pseudo-sequence HLA-A03:01. The binding affinity (normalized) is 0.118. (5) The peptide sequence is SRSKPAAMY. The MHC is HLA-B15:09 with pseudo-sequence HLA-B15:09. The binding affinity (normalized) is 0.0847. (6) The peptide sequence is KIMDYGKYK. The MHC is HLA-A69:01 with pseudo-sequence HLA-A69:01. The binding affinity (normalized) is 0.0847. (7) The peptide sequence is KAYKIISLK. The MHC is HLA-A02:12 with pseudo-sequence HLA-A02:12. The binding affinity (normalized) is 0.0847. (8) The peptide sequence is TFKIDAVRY. The MHC is HLA-A31:01 with pseudo-sequence HLA-A31:01. The binding affinity (normalized) is 0.0333.